From a dataset of Catalyst prediction with 721,799 reactions and 888 catalyst types from USPTO. Predict which catalyst facilitates the given reaction. (1) Reactant: [CH3:1][O:2][C:3]1[CH:4]=[C:5]2[C:10](=[CH:11][C:12]=1[O:13][CH2:14][CH2:15][CH2:16][NH:17]C(=O)OC(C)(C)C)[N:9]=[CH:8][N:7]=[C:6]2[NH:25][C:26]1[CH:31]=[C:30]([NH:32][C:33](=[O:44])[C:34]2[CH:39]=[CH:38][CH:37]=[C:36]([C:40]([F:43])([F:42])[F:41])[CH:35]=2)[CH:29]=[CH:28][C:27]=1[CH3:45].[ClH:46]. Product: [Cl-:46].[CH3:1][O:2][C:3]1[CH:4]=[C:5]2[C:10](=[CH:11][C:12]=1[O:13][CH2:14][CH2:15][CH2:16][NH3+:17])[N:9]=[CH:8][N:7]=[C:6]2[NH:25][C:26]1[CH:31]=[C:30]([NH:32][C:33](=[O:44])[C:34]2[CH:39]=[CH:38][CH:37]=[C:36]([C:40]([F:43])([F:42])[F:41])[CH:35]=2)[CH:29]=[CH:28][C:27]=1[CH3:45]. The catalyst class is: 12. (2) Reactant: [Br:1][C:2]1[CH:3]=[N:4][CH:5]=[C:6](Br)[CH:7]=1.[CH3:9][O-:10].[Na+]. Product: [Br:1][C:2]1[CH:3]=[N:4][CH:5]=[C:6]([O:10][CH3:9])[CH:7]=1. The catalyst class is: 3. (3) Reactant: [CH3:1][C:2]1[CH:7]=[CH:6][C:5]([S:8]([N:11]2[C:15]([C:16]3[CH:21]=[CH:20][CH:19]=[CH:18][CH:17]=3)=[CH:14][C:13]([C:22](OCC)=[O:23])=[CH:12]2)(=[O:10])=[O:9])=[CH:4][CH:3]=1.C1(C)C=CC=CC=1.[H-].C([Al+]CC(C)C)C(C)C.Cl. Product: [CH3:1][C:2]1[CH:3]=[CH:4][C:5]([S:8]([N:11]2[C:15]([C:16]3[CH:21]=[CH:20][CH:19]=[CH:18][CH:17]=3)=[CH:14][C:13]([CH2:22][OH:23])=[CH:12]2)(=[O:10])=[O:9])=[CH:6][CH:7]=1. The catalyst class is: 7. (4) Product: [CH:11]1([C:10]2[C:9]3[C:4](=[CH:5][C:6]([C:17]([O:19][CH3:20])=[O:18])=[CH:7][CH:8]=3)[NH:3][C:2]=2[C:26]2[CH:27]=[CH:28][C:29]([O:31][S:32]([C:35]3[CH:40]=[CH:39][C:38]([CH3:41])=[CH:37][CH:36]=3)(=[O:34])=[O:33])=[CH:30][C:25]=2[O:24][CH2:23][O:22][CH3:21])[CH2:16][CH2:15][CH2:14][CH2:13][CH2:12]1. Reactant: Br[C:2]1[NH:3][C:4]2[C:9]([C:10]=1[CH:11]1[CH2:16][CH2:15][CH2:14][CH2:13][CH2:12]1)=[CH:8][CH:7]=[C:6]([C:17]([O:19][CH3:20])=[O:18])[CH:5]=2.[CH3:21][O:22][CH2:23][O:24][C:25]1[CH:30]=[C:29]([O:31][S:32]([C:35]2[CH:40]=[CH:39][C:38]([CH3:41])=[CH:37][CH:36]=2)(=[O:34])=[O:33])[CH:28]=[CH:27][C:26]=1B(O)O.[Cl-].C([O-])([O-])=O.[Na+].[Na+]. The catalyst class is: 12. (5) Reactant: [OH:1][C:2]1([CH2:15][SH:16])[CH2:7][CH2:6][N:5]([C:8]([O:10][C:11]([CH3:14])([CH3:13])[CH3:12])=[O:9])[CH2:4][CH2:3]1.[F:17][C:18]1[CH:19]=[C:20]2[C:25](=[CH:26][CH:27]=1)[C:24](=[O:28])[C:23](=[O:29])[CH:22]=[CH:21]2. Product: [F:17][C:18]1[CH:19]=[C:20]2[C:25]([C:24](=[O:28])[C:23](=[O:29])[CH:22]=[C:21]2[S:16][CH2:15][C:2]2([OH:1])[CH2:7][CH2:6][N:5]([C:8]([O:10][C:11]([CH3:12])([CH3:13])[CH3:14])=[O:9])[CH2:4][CH2:3]2)=[CH:26][CH:27]=1. The catalyst class is: 10. (6) Reactant: [Cl:1][C:2]1[C:7]([CH3:8])=[CH:6][C:5]([CH2:9][C:10](=[O:14])[C:11]([OH:13])=[O:12])=[CH:4][C:3]=1[CH3:15].C(N(CC)CC)C.[OH-].[Na+].CC(OC)(C)C. Product: [Cl:1][C:2]1[C:3]([CH3:15])=[CH:4][C:5]([CH2:9][C@@H:10]([OH:14])[C:11]([OH:13])=[O:12])=[CH:6][C:7]=1[CH3:8]. The catalyst class is: 1. (7) Reactant: Cl[C:2]1[CH:17]=[CH:16][CH:15]=[C:14]2[C:3]=1[C:4](=[O:18])[C:5]1[C:13]3[C:12]2=[N:11][NH:10][C:9]=3[CH:8]=[CH:7][CH:6]=1.[NH2:19][CH2:20][CH2:21][CH2:22][CH2:23][CH2:24][NH2:25]. Product: [NH2:19][CH2:20][CH2:21][CH2:22][CH2:23][CH2:24][NH:25][C:2]1[CH:17]=[CH:16][CH:15]=[C:14]2[C:3]=1[C:4](=[O:18])[C:5]1[C:13]3[C:12]2=[N:11][NH:10][C:9]=3[CH:8]=[CH:7][CH:6]=1. The catalyst class is: 16.